From a dataset of Peptide-MHC class I binding affinity with 185,985 pairs from IEDB/IMGT. Regression. Given a peptide amino acid sequence and an MHC pseudo amino acid sequence, predict their binding affinity value. This is MHC class I binding data. (1) The peptide sequence is LRGKWQRRYR. The MHC is HLA-A02:02 with pseudo-sequence HLA-A02:02. The binding affinity (normalized) is 0. (2) The peptide sequence is YAAPQLFPV. The MHC is HLA-A02:01 with pseudo-sequence HLA-A02:01. The binding affinity (normalized) is 1.00. (3) The peptide sequence is HTAWDSHWV. The MHC is HLA-A24:02 with pseudo-sequence HLA-A24:02. The binding affinity (normalized) is 0.0847.